From a dataset of Forward reaction prediction with 1.9M reactions from USPTO patents (1976-2016). Predict the product of the given reaction. (1) The product is: [CH2:17]([O:16][CH:5]([CH2:6][C:7]1[CH:8]=[C:9]2[C:13](=[CH:14][CH:15]=1)[N:12]([CH2:21][C:22]1[N:23]=[C:24]([C:28]3[CH:29]=[CH:30][C:31]([C:34]([F:37])([F:36])[F:35])=[CH:32][CH:33]=3)[O:25][C:26]=1[CH3:27])[CH:11]=[CH:10]2)[C:4]([OH:3])=[O:19])[CH3:18]. Given the reactants C([O:3][C:4](=[O:19])[CH:5]([O:16][CH2:17][CH3:18])[CH2:6][C:7]1[CH:8]=[C:9]2[C:13](=[CH:14][CH:15]=1)[NH:12][CH:11]=[CH:10]2)C.Cl[CH2:21][C:22]1[N:23]=[C:24]([C:28]2[CH:33]=[CH:32][C:31]([C:34]([F:37])([F:36])[F:35])=[CH:30][CH:29]=2)[O:25][C:26]=1[CH3:27], predict the reaction product. (2) Given the reactants [Cl:1][C:2]1[CH:7]=[C:6]([Cl:8])[CH:5]=[CH:4][C:3]=1[C@H:9]([N:11]1[C:15]2[CH:16]=[C:17]([N:20]3[CH2:25][CH2:24][NH:23][C@H:22]([CH3:26])[CH2:21]3)[CH:18]=[CH:19][C:14]=2[N:13]=[CH:12]1)[CH3:10].C(OC([N:34]1[CH2:38][CH2:37][CH2:36][C@@H:35]1[C:39](O)=[O:40])=O)(C)(C)C.CN(C(ON1N=NC2C=CC=NC1=2)=[N+](C)C)C.F[P-](F)(F)(F)(F)F.CCN(C(C)C)C(C)C, predict the reaction product. The product is: [Cl:1][C:2]1[CH:7]=[C:6]([Cl:8])[CH:5]=[CH:4][C:3]=1[C@H:9]([N:11]1[C:15]2[CH:16]=[C:17]([N:20]3[CH2:25][CH2:24][N:23]([C:39]([C@H:35]4[CH2:36][CH2:37][CH2:38][NH:34]4)=[O:40])[C@H:22]([CH3:26])[CH2:21]3)[CH:18]=[CH:19][C:14]=2[N:13]=[CH:12]1)[CH3:10]. (3) Given the reactants [CH2:1]([O:8][C:9]([CH:11]([NH:29][C:30]([O:32][C:33]([CH3:36])([CH3:35])[CH3:34])=[O:31])[CH2:12][C:13]1[CH:28]=[CH:27][C:16]([O:17][C:18]2[CH:26]=[CH:25][C:21]([C:22]([OH:24])=O)=[CH:20][CH:19]=2)=[CH:15][CH:14]=1)=[O:10])[C:2]1[CH:7]=[CH:6][CH:5]=[CH:4][CH:3]=1.ON1C2C=CC=CC=2N=N1.Cl.CN(C)CCCN=C=NCC.C(N(CC)CC)C.Cl.[CH2:67]([O:74][NH2:75])[C:68]1[CH:73]=[CH:72][CH:71]=[CH:70][CH:69]=1, predict the reaction product. The product is: [CH2:1]([O:8][C:9](=[O:10])[CH:11]([NH:29][C:30]([O:32][C:33]([CH3:34])([CH3:35])[CH3:36])=[O:31])[CH2:12][C:13]1[CH:14]=[CH:15][C:16]([O:17][C:18]2[CH:19]=[CH:20][C:21]([C:22](=[O:24])[NH:75][O:74][CH2:67][C:68]3[CH:73]=[CH:72][CH:71]=[CH:70][CH:69]=3)=[CH:25][CH:26]=2)=[CH:27][CH:28]=1)[C:2]1[CH:7]=[CH:6][CH:5]=[CH:4][CH:3]=1. (4) The product is: [CH3:33][N:32]([CH3:34])[C:30]([C:29]1[CH:35]=[CH:36][C:26]([NH:25][C:2]2[C:3]3[C:10]([F:11])=[CH:9][N:8]([CH:12]4[CH2:17][CH2:16][N:15]([C:18]([O:20][C:21]([CH3:24])([CH3:23])[CH3:22])=[O:19])[CH2:14][CH2:13]4)[C:4]=3[N:5]=[CH:6][N:7]=2)=[C:27]([F:37])[CH:28]=1)=[O:31]. Given the reactants Cl[C:2]1[C:3]2[C:10]([F:11])=[CH:9][N:8]([CH:12]3[CH2:17][CH2:16][N:15]([C:18]([O:20][C:21]([CH3:24])([CH3:23])[CH3:22])=[O:19])[CH2:14][CH2:13]3)[C:4]=2[N:5]=[CH:6][N:7]=1.[NH2:25][C:26]1[CH:36]=[CH:35][C:29]([C:30]([N:32]([CH3:34])[CH3:33])=[O:31])=[CH:28][C:27]=1[F:37].CC(C)([O-])C.[Na+].C(OCC)(=O)C, predict the reaction product. (5) Given the reactants C[O:2][C:3](=[O:31])[CH2:4][N:5]1[C:13]2[C:8](=[CH:9][C:10]([F:14])=[CH:11][CH:12]=2)[C:7]([CH2:15][C:16]2[S:17][CH:18]=[CH:19][C:20]=2[S:21]([C:24]2[CH:29]=[CH:28][N:27]=[CH:26][CH:25]=2)(=[O:23])=[O:22])=[C:6]1[CH3:30].[OH-].[Na+].Cl, predict the reaction product. The product is: [F:14][C:10]1[CH:9]=[C:8]2[C:13](=[CH:12][CH:11]=1)[N:5]([CH2:4][C:3]([OH:31])=[O:2])[C:6]([CH3:30])=[C:7]2[CH2:15][C:16]1[S:17][CH:18]=[CH:19][C:20]=1[S:21]([C:24]1[CH:25]=[CH:26][N:27]=[CH:28][CH:29]=1)(=[O:22])=[O:23]. (6) Given the reactants [CH3:1][C:2]1[O:6][N:5]=[C:4]([C:7]([OH:9])=O)[CH:3]=1.CN(C(ON1N=NC2C=CC=NC1=2)=[N+](C)C)C.F[P-](F)(F)(F)(F)F.CCN(C(C)C)C(C)C.[NH2:43][C:44]1[CH:49]=[CH:48][C:47]([OH:50])=[C:46]([C:51]2[N:55]([CH3:56])[N:54]=[CH:53][CH:52]=2)[CH:45]=1.C(Cl)[Cl:58], predict the reaction product. The product is: [Cl:58][C:52]1[CH:53]=[N:54][N:55]([CH3:56])[C:51]=1[C:46]1[CH:45]=[C:44]([NH:43][C:7]([C:4]2[CH:3]=[C:2]([CH3:1])[O:6][N:5]=2)=[O:9])[CH:49]=[CH:48][C:47]=1[OH:50].